From a dataset of Reaction yield outcomes from USPTO patents with 853,638 reactions. Predict the reaction yield, written as a fraction of the theoretical maximum amount of product (1.0 means a 100% yield; for example, 0.34 means a 34% yield). (1) The reactants are Br[C:2]1[CH:3]=[C:4]([CH:7]=[CH:8][CH:9]=1)[CH:5]=[O:6].C1(C)C=CC=CC=1.C([Sn](CCCC)(CCCC)[C:22]1[CH:27]=[CH:26][CH:25]=[CH:24][N:23]=1)CCC.[F-].[K+]. The catalyst is [Pd](Cl)Cl.C1(P(C2C=CC=CC=2)C2C=CC=CC=2)C=CC=CC=1.C1(P(C2C=CC=CC=2)C2C=CC=CC=2)C=CC=CC=1.C(OCC)(=O)C.O. The product is [N:23]1[CH:24]=[CH:25][CH:26]=[CH:27][C:22]=1[C:2]1[CH:3]=[C:4]([CH:7]=[CH:8][CH:9]=1)[CH:5]=[O:6]. The yield is 0.580. (2) The reactants are [F:1][C:2]([F:9])([F:8])[C:3]1[CH:7]=[CH:6][NH:5][N:4]=1.[Cl:10][C:11]1[CH:18]=[C:17](F)[CH:16]=[CH:15][C:12]=1[C:13]#[N:14].C(=O)([O-])[O-].[K+].[K+].O. The catalyst is CN(C)C=O. The product is [Cl:10][C:11]1[CH:18]=[C:17]([C:7]2[C:3]([C:2]([F:9])([F:8])[F:1])=[N:4][NH:5][CH:6]=2)[CH:16]=[CH:15][C:12]=1[C:13]#[N:14]. The yield is 0.920. (3) The reactants are [Br:1][C:2]1[CH:10]=[CH:9][C:5]([C:6]([OH:8])=O)=[C:4]([CH3:11])[CH:3]=1.[CH:12]1([NH2:15])[CH2:14][CH2:13]1.C(Cl)CCl. The catalyst is C(Cl)Cl. The product is [Br:1][C:2]1[CH:10]=[CH:9][C:5]([C:6]([NH:15][CH:12]2[CH2:14][CH2:13]2)=[O:8])=[C:4]([CH3:11])[CH:3]=1. The yield is 0.734. (4) The reactants are [CH3:1][N:2]([CH3:30])[C:3]1[C:12]2[C:7](=[CH:8][C:9]([O:13][C:14]3[CH:19]=[CH:18][CH:17]=[CH:16][CH:15]=3)=[CH:10][CH:11]=2)[N:6]=[C:5]([N:20]2[CH:24]=[C:23]([C:25]([O:27]CC)=[O:26])[CH:22]=[N:21]2)[N:4]=1.[OH-].[K+]. The catalyst is C1COCC1. The product is [CH3:1][N:2]([CH3:30])[C:3]1[C:12]2[C:7](=[CH:8][C:9]([O:13][C:14]3[CH:15]=[CH:16][CH:17]=[CH:18][CH:19]=3)=[CH:10][CH:11]=2)[N:6]=[C:5]([N:20]2[CH:24]=[C:23]([C:25]([OH:27])=[O:26])[CH:22]=[N:21]2)[N:4]=1. The yield is 0.680.